This data is from Full USPTO retrosynthesis dataset with 1.9M reactions from patents (1976-2016). The task is: Predict the reactants needed to synthesize the given product. Given the product [OH:8][C:9]1[CH:14]=[C:13]([OH:15])[CH:12]=[CH:11][C:10]=1[NH:23][C:24](=[O:29])[C:25]([F:26])([F:27])[F:28], predict the reactants needed to synthesize it. The reactants are: C1(C[O:8][C:9]2[CH:14]=[C:13]([O:15]CC3C=CC=CC=3)[CH:12]=[CH:11][C:10]=2[NH:23][C:24](=[O:29])[C:25]([F:28])([F:27])[F:26])C=CC=CC=1.[H][H].